This data is from Full USPTO retrosynthesis dataset with 1.9M reactions from patents (1976-2016). The task is: Predict the reactants needed to synthesize the given product. (1) The reactants are: [CH3:1][C:2]([C:7]1[CH:12]=[CH:11][C:10]([OH:13])=[CH:9][CH:8]=1)([CH2:4][CH2:5][CH3:6])[CH3:3].Cl[C:15]1[CH:20]=[CH:19][C:18]([N+:21]([O-:23])=[O:22])=[CH:17][N:16]=1.C([O-])([O-])=O.[K+].[K+]. Given the product [CH3:1][C:2]([C:7]1[CH:8]=[CH:9][C:10]([O:13][C:15]2[CH:20]=[CH:19][C:18]([N+:21]([O-:23])=[O:22])=[CH:17][N:16]=2)=[CH:11][CH:12]=1)([CH2:4][CH2:5][CH3:6])[CH3:3], predict the reactants needed to synthesize it. (2) Given the product [C:1]([O:5][C:6](=[O:19])[NH:7][C:8]1[CH:13]=[C:12]([CH3:20])[C:11]([Cl:15])=[CH:10][C:9]=1[N+:16]([O-:18])=[O:17])([CH3:4])([CH3:3])[CH3:2], predict the reactants needed to synthesize it. The reactants are: [C:1]([O:5][C:6](=[O:19])[NH:7][C:8]1[CH:13]=[C:12](Cl)[C:11]([Cl:15])=[CH:10][C:9]=1[N+:16]([O-:18])=[O:17])([CH3:4])([CH3:3])[CH3:2].[C:20](=O)([O-])[O-].[K+].[K+].CB1OB(C)OB(C)O1. (3) Given the product [N+:9]([C:7]1[CH:8]=[C:2]([C:25]#[C:24][Si:21]([CH3:23])([CH3:22])[CH3:20])[C:3]([NH2:4])=[CH:5][C:6]=1[C:12]#[C:13][C:14]1[CH:19]=[CH:18][CH:17]=[CH:16][CH:15]=1)([O-:11])=[O:10], predict the reactants needed to synthesize it. The reactants are: Br[C:2]1[CH:8]=[C:7]([N+:9]([O-:11])=[O:10])[C:6]([C:12]#[C:13][C:14]2[CH:19]=[CH:18][CH:17]=[CH:16][CH:15]=2)=[CH:5][C:3]=1[NH2:4].[CH3:20][Si:21]([C:24]#[CH:25])([CH3:23])[CH3:22].C(N(C(C)C)CC)(C)C. (4) Given the product [N+:19]([C:17]1[CH:16]=[C:15]([C:22]2[S:26][C:25]([C:27]3([OH:31])[CH2:30][CH2:29][CH2:28]3)=[N:24][CH:23]=2)[CH:14]=[C:13]([NH:12][C:2]2[N:7]=[C:6]([C:8]([F:11])([F:10])[F:9])[CH:5]=[CH:4][N:3]=2)[CH:18]=1)([O-:21])=[O:20], predict the reactants needed to synthesize it. The reactants are: Cl[C:2]1[N:7]=[C:6]([C:8]([F:11])([F:10])[F:9])[CH:5]=[CH:4][N:3]=1.[NH2:12][C:13]1[CH:14]=[C:15]([C:22]2[S:26][C:25]([C:27]3([OH:31])[CH2:30][CH2:29][CH2:28]3)=[N:24][CH:23]=2)[CH:16]=[C:17]([N+:19]([O-:21])=[O:20])[CH:18]=1.C(=O)([O-])[O-].[Cs+].[Cs+].CC1(C)C2C(=C(P(C3C=CC=CC=3)C3C=CC=CC=3)C=CC=2)OC2C(P(C3C=CC=CC=3)C3C=CC=CC=3)=CC=CC1=2. (5) Given the product [C:33]([N:1]1[C:10]2[C:5](=[CH:6][CH:7]=[C:8]([NH:11][C:12]([C:14]3[CH:19]=[CH:18][C:17]([C:20]4[CH:21]=[CH:22][CH:23]=[CH:24][CH:25]=4)=[CH:16][CH:15]=3)=[O:13])[CH:9]=2)[CH2:4][CH2:3][CH2:2]1)(=[O:35])[CH3:34], predict the reactants needed to synthesize it. The reactants are: [NH:1]1[C:10]2[C:5](=[CH:6][CH:7]=[C:8]([NH:11][C:12]([C:14]3[CH:19]=[CH:18][C:17]([C:20]4[CH:25]=[CH:24][CH:23]=[CH:22][CH:21]=4)=[CH:16][CH:15]=3)=[O:13])[CH:9]=2)[CH2:4][CH2:3][CH2:2]1.C(N(CC)CC)C.[C:33](Cl)(=[O:35])[CH3:34].C(O)C(N)(CO)CO.[N-]=C=O. (6) Given the product [CH2:1]([CH:3]1[CH2:11][C:6]2([O:7][CH2:8][CH2:9][O:10]2)[CH2:5][CH:4]1[C:12]([OH:14])=[O:13])[CH3:2], predict the reactants needed to synthesize it. The reactants are: [CH2:1]([CH:3]1[CH2:11][C:6]2([O:10][CH2:9][CH2:8][O:7]2)[CH2:5][CH:4]1[C:12]([O:14]CC)=[O:13])[CH3:2].[OH-].[Na+].C(O)(=O)CC(CC(O)=O)(C(O)=O)O.